Task: Regression. Given a peptide amino acid sequence and an MHC pseudo amino acid sequence, predict their binding affinity value. This is MHC class I binding data.. Dataset: Peptide-MHC class I binding affinity with 185,985 pairs from IEDB/IMGT (1) The peptide sequence is GRIDKPILK. The MHC is HLA-B27:05 with pseudo-sequence HLA-B27:05. The binding affinity (normalized) is 0.383. (2) The peptide sequence is LLSFLPSDF. The MHC is Patr-A0301 with pseudo-sequence Patr-A0301. The binding affinity (normalized) is 0. (3) The peptide sequence is REVLNVRYM. The MHC is HLA-A02:01 with pseudo-sequence HLA-A02:01. The binding affinity (normalized) is 0.421. (4) The peptide sequence is CASSSDWFY. The MHC is HLA-A02:03 with pseudo-sequence HLA-A02:03. The binding affinity (normalized) is 0.0847.